The task is: Predict the reaction yield, written as a fraction of the theoretical maximum amount of product (1.0 means a 100% yield; for example, 0.34 means a 34% yield).. This data is from Reaction yield outcomes from USPTO patents with 853,638 reactions. (1) The reactants are [C:1]([O:5][C@@H:6]([C:11]1[C:40]([CH3:41])=[C:39]([C:42]([CH3:44])=[CH2:43])[C:38]2=[N:45][C:35]3=[CH:36][N:37]2[C:12]=1[N:13]1[CH2:50][CH2:49][C:16]([CH3:51])([O:17][CH2:18][CH2:19][CH2:20][CH2:21][C@H:22]([CH3:48])[O:23][C:24]2[CH:25]=[CH:26][C:27]([F:47])=[CH:28][C:29]=2[C:30]2[CH:46]=[C:34]3[CH:33]=[CH:32][CH:31]=2)[CH2:15][CH2:14]1)[C:7]([O:9]C)=[O:8])([CH3:4])([CH3:3])[CH3:2].C(O[C@@H](C1C(C)=CC2=NC3=C(Cl)N2C=1N1CCC(C)(OCCCC[C@H](C)OC2C=CC(C)=CC=2C2C=C3C=CC=2)CC1)C(O)=O)(C)(C)C. No catalyst specified. The product is [C:1]([O:5][C@@H:6]([C:11]1[C:40]([CH3:41])=[C:39]([C:42]([CH3:44])=[CH2:43])[C:38]2=[N:45][C:35]3=[CH:36][N:37]2[C:12]=1[N:13]1[CH2:14][CH2:15][C:16]([CH3:51])([O:17][CH2:18][CH2:19][CH2:20][CH2:21][C@H:22]([CH3:48])[O:23][C:24]2[CH:25]=[CH:26][C:27]([F:47])=[CH:28][C:29]=2[C:30]2[CH:46]=[C:34]3[CH:33]=[CH:32][CH:31]=2)[CH2:49][CH2:50]1)[C:7]([OH:9])=[O:8])([CH3:2])([CH3:3])[CH3:4]. The yield is 0.179. (2) The reactants are [F:1][C:2]1[CH:3]=[C:4]([CH:7]=[CH:8][CH:9]=1)[CH:5]=O.Cl.[NH2:11][OH:12].[OH-].[Na+]. The catalyst is C(O)C.O. The product is [F:1][C:2]1[CH:3]=[C:4]([CH:7]=[CH:8][CH:9]=1)/[CH:5]=[N:11]\[OH:12]. The yield is 0.930.